Dataset: Catalyst prediction with 721,799 reactions and 888 catalyst types from USPTO. Task: Predict which catalyst facilitates the given reaction. (1) Reactant: [CH3:1][O:2][C:3]([C:5]1[C:13]2[C:8](=[C:9]([OH:14])[N:10]=[CH:11][CH:12]=2)[NH:7][CH:6]=1)=[O:4].[H-].[Na+].[CH3:17][O:18][CH2:19][CH2:20]Br.[CH3:22][CH2:23][O:24][C:25](C)=O. Product: [CH3:1][O:2][C:3]([C:5]1[C:13]2[C:8](=[C:9]([O:14][CH2:20][CH2:19][O:18][CH3:17])[N:10]=[CH:11][CH:12]=2)[N:7]([CH2:22][CH2:23][O:24][CH3:25])[CH:6]=1)=[O:4]. The catalyst class is: 3. (2) Reactant: [Cl:1][C:2]1[CH:9]=[C:8]([N:10]([CH2:16][C:17]2[CH:22]=[C:21]([F:23])[CH:20]=[CH:19][C:18]=2[Cl:24])[C@H:11]2[CH2:15][CH2:14][NH:13][CH2:12]2)[CH:7]=[CH:6][C:3]=1[C:4]#[N:5].[C:25]1([CH2:31][S:32](Cl)(=[O:34])=[O:33])[CH:30]=[CH:29][CH:28]=[CH:27][CH:26]=1.CCN(C(C)C)C(C)C. Product: [Cl:1][C:2]1[CH:9]=[C:8]([N:10]([CH2:16][C:17]2[CH:22]=[C:21]([F:23])[CH:20]=[CH:19][C:18]=2[Cl:24])[C@H:11]2[CH2:15][CH2:14][N:13]([S:32]([CH2:31][C:25]3[CH:30]=[CH:29][CH:28]=[CH:27][CH:26]=3)(=[O:34])=[O:33])[CH2:12]2)[CH:7]=[CH:6][C:3]=1[C:4]#[N:5]. The catalyst class is: 2.